Dataset: NCI-60 drug combinations with 297,098 pairs across 59 cell lines. Task: Regression. Given two drug SMILES strings and cell line genomic features, predict the synergy score measuring deviation from expected non-interaction effect. (1) Drug 1: C1=C(C(=O)NC(=O)N1)F. Drug 2: CN(C(=O)NC(C=O)C(C(C(CO)O)O)O)N=O. Cell line: T-47D. Synergy scores: CSS=26.2, Synergy_ZIP=-7.43, Synergy_Bliss=-14.0, Synergy_Loewe=-21.3, Synergy_HSA=-11.1. (2) Drug 1: CC1=C2C(C(=O)C3(C(CC4C(C3C(C(C2(C)C)(CC1OC(=O)C(C(C5=CC=CC=C5)NC(=O)OC(C)(C)C)O)O)OC(=O)C6=CC=CC=C6)(CO4)OC(=O)C)OC)C)OC. Drug 2: C(=O)(N)NO. Cell line: NCI/ADR-RES. Synergy scores: CSS=2.42, Synergy_ZIP=-3.22, Synergy_Bliss=-5.46, Synergy_Loewe=-5.97, Synergy_HSA=-4.31. (3) Drug 1: CC1=C(C(=CC=C1)Cl)NC(=O)C2=CN=C(S2)NC3=CC(=NC(=N3)C)N4CCN(CC4)CCO. Drug 2: C(CCl)NC(=O)N(CCCl)N=O. Cell line: IGROV1. Synergy scores: CSS=8.65, Synergy_ZIP=-4.08, Synergy_Bliss=0.415, Synergy_Loewe=0.316, Synergy_HSA=0.625. (4) Drug 1: C1=CC(=C2C(=C1NCCNCCO)C(=O)C3=C(C=CC(=C3C2=O)O)O)NCCNCCO. Drug 2: C1=CN(C=N1)CC(O)(P(=O)(O)O)P(=O)(O)O. Cell line: HCT116. Synergy scores: CSS=14.9, Synergy_ZIP=-16.2, Synergy_Bliss=-28.7, Synergy_Loewe=-57.9, Synergy_HSA=-25.4. (5) Drug 1: CC1OCC2C(O1)C(C(C(O2)OC3C4COC(=O)C4C(C5=CC6=C(C=C35)OCO6)C7=CC(=C(C(=C7)OC)O)OC)O)O. Drug 2: CCC(=C(C1=CC=CC=C1)C2=CC=C(C=C2)OCCN(C)C)C3=CC=CC=C3.C(C(=O)O)C(CC(=O)O)(C(=O)O)O. Cell line: MCF7. Synergy scores: CSS=36.6, Synergy_ZIP=-8.42, Synergy_Bliss=-3.61, Synergy_Loewe=-9.13, Synergy_HSA=-1.20. (6) Drug 1: C1=CC=C(C(=C1)C(C2=CC=C(C=C2)Cl)C(Cl)Cl)Cl. Drug 2: CC1=C(C(=O)C2=C(C1=O)N3CC4C(C3(C2COC(=O)N)OC)N4)N. Cell line: TK-10. Synergy scores: CSS=8.82, Synergy_ZIP=-5.83, Synergy_Bliss=-2.02, Synergy_Loewe=-10.7, Synergy_HSA=-1.71.